This data is from Reaction yield outcomes from USPTO patents with 853,638 reactions. The task is: Predict the reaction yield, written as a fraction of the theoretical maximum amount of product (1.0 means a 100% yield; for example, 0.34 means a 34% yield). (1) The reactants are N1C=CC=NC=1.Cl[C:8]1[N:13]=[CH:12][N:11]=[C:10]([NH:14][C:15]2[CH:20]=[CH:19][C:18]([S:21]([CH3:24])(=[O:23])=[O:22])=[CH:17][CH:16]=2)[C:9]=1[N+:25]([O-:27])=[O:26].[C:28]([O:32][C:33]([N:35]1[CH2:40][CH2:39][CH:38]([NH2:41])[CH2:37][CH2:36]1)=[O:34])([CH3:31])([CH3:30])[CH3:29].C([O-])([O-])=O.[K+].[K+]. The catalyst is CN(C=O)C. The product is [C:28]([O:32][C:33]([N:35]1[CH2:40][CH2:39][CH:38]([NH:41][C:8]2[C:9]([N+:25]([O-:27])=[O:26])=[C:10]([NH:14][C:15]3[CH:20]=[CH:19][C:18]([S:21]([CH3:24])(=[O:23])=[O:22])=[CH:17][CH:16]=3)[N:11]=[CH:12][N:13]=2)[CH2:37][CH2:36]1)=[O:34])([CH3:31])([CH3:29])[CH3:30]. The yield is 0.770. (2) The reactants are [N:1]#[C:2][NH2:3].[Na].Cl[C:6]1[C:11]([O:12][CH3:13])=[CH:10][N:9]=[C:8]([O:14][CH3:15])[N:7]=1.C(O)(=O)C.[Cl-].[Na+]. The catalyst is CN1CCCC1=O. The product is [CH3:15][O:14][C:8]1[N:7]=[C:6]([NH:3][C:2]#[N:1])[C:11]([O:12][CH3:13])=[CH:10][N:9]=1. The yield is 0.988. (3) The reactants are [C:1]([CH2:3][P:4](=[O:11])([O:8][CH2:9][CH3:10])[O:5][CH2:6][CH3:7])#[N:2].[CH3:12][Si:13]([N-][Si:13]([CH3:15])([CH3:14])[CH3:12])([CH3:15])[CH3:14].[Na+].Br[CH2:23][C:24]([CH3:41])=[CH:25][CH2:26][C:27]1[C:35]([OH:36])=[C:34]2[C:30]([CH2:31][O:32][C:33]2=[O:37])=[C:29]([CH3:38])[C:28]=1[O:39][CH3:40].[Cl-].[NH4+].[CH2:44]1[CH2:48]OCC1. No catalyst specified. The product is [CH2:6]([O:5][P:4]([CH:3]([C:1]#[N:2])[CH2:23][C:24]([CH3:41])=[CH:25][CH2:26][C:27]1[C:35]([O:36][CH2:48][CH2:44][Si:13]([CH3:15])([CH3:14])[CH3:12])=[C:34]2[C:30](=[C:29]([CH3:38])[C:28]=1[O:39][CH3:40])[CH2:31][O:32][C:33]2=[O:37])(=[O:11])[O:8][CH2:9][CH3:10])[CH3:7]. The yield is 0.900. (4) The reactants are [NH2:1][C:2]1[C:13]([C:14]([O:16]CC=C)=[O:15])=[C:5]2[N:6]=[CH:7][C:8]([CH2:10][C:11]#[N:12])=[CH:9][N:4]2[N:3]=1.C1([SiH3])C=CC=CC=1. The catalyst is C(Cl)Cl.C1C=CC([P]([Pd]([P](C2C=CC=CC=2)(C2C=CC=CC=2)C2C=CC=CC=2)([P](C2C=CC=CC=2)(C2C=CC=CC=2)C2C=CC=CC=2)[P](C2C=CC=CC=2)(C2C=CC=CC=2)C2C=CC=CC=2)(C2C=CC=CC=2)C2C=CC=CC=2)=CC=1. The product is [NH2:1][C:2]1[C:13]([C:14]([OH:16])=[O:15])=[C:5]2[N:6]=[CH:7][C:8]([CH2:10][C:11]#[N:12])=[CH:9][N:4]2[N:3]=1. The yield is 1.00. (5) The reactants are [NH2:1][C:2]([C:4]1[CH:5]=[C:6]2[C:11](=[CH:12][CH:13]=1)[C:10](=[O:14])[N:9]([CH2:15][CH:16]([CH3:18])[CH3:17])[C:8]([CH2:19][NH:20][C:21](=[O:27])[O:22][C:23]([CH3:26])([CH3:25])[CH3:24])=[C:7]2[O:28][CH2:29][CH2:30][CH2:31][CH3:32])=[S:3].Br[CH2:34][C:35](=O)[CH3:36].C([O-])(=O)C.[Na+].O. The catalyst is C(O)C. The product is [C:23]([O:22][C:21](=[O:27])[NH:20][CH2:19][C:8]1[N:9]([CH2:15][CH:16]([CH3:18])[CH3:17])[C:10](=[O:14])[C:11]2[C:6]([C:7]=1[O:28][CH2:29][CH2:30][CH2:31][CH3:32])=[CH:5][C:4]([C:2]1[S:3][CH:34]=[C:35]([CH3:36])[N:1]=1)=[CH:13][CH:12]=2)([CH3:25])([CH3:24])[CH3:26]. The yield is 0.735. (6) The reactants are [Cl-].[NH4+:2].[Al](C)(C)C.[Cl:7][C:8]1[CH:15]=[CH:14][C:11]([C:12]#[N:13])=[CH:10][N:9]=1. The catalyst is C1(C)C=CC=CC=1.C(Cl)(Cl)Cl. The product is [Cl:7][C:8]1[CH:15]=[CH:14][C:11]([C:12]([NH2:2])=[NH:13])=[CH:10][N:9]=1. The yield is 0.408.